This data is from Choline transporter screen with 302,306 compounds. The task is: Binary Classification. Given a drug SMILES string, predict its activity (active/inactive) in a high-throughput screening assay against a specified biological target. (1) The compound is S(=O)(=O)(c1ccc(cc1)C(=O)Nc1sccn1)c1ccccc1. The result is 0 (inactive). (2) The drug is O=C(NC1CC(NC(C1)(C)C)(C)C)COc1cc(c(cc1)C)C. The result is 0 (inactive).